Task: Predict the reactants needed to synthesize the given product.. Dataset: Full USPTO retrosynthesis dataset with 1.9M reactions from patents (1976-2016) (1) Given the product [N:25]1[CH:30]=[CH:29][CH:28]=[CH:27][C:26]=1[CH2:31][O:7][C:8]1[CH:9]=[C:10]([CH:13]=[CH:14][C:15]=1[O:16][CH2:17][CH2:18][C:19]1[CH:24]=[CH:23][CH:22]=[CH:21][CH:20]=1)[CH:11]=[O:12], predict the reactants needed to synthesize it. The reactants are: C(=O)([O-])[O-].[Cs+].[Cs+].[OH:7][C:8]1[CH:9]=[C:10]([CH:13]=[CH:14][C:15]=1[O:16][CH2:17][CH2:18][C:19]1[CH:24]=[CH:23][CH:22]=[CH:21][CH:20]=1)[CH:11]=[O:12].[N:25]1[CH:30]=[CH:29][CH:28]=[CH:27][C:26]=1[CH2:31]Cl. (2) Given the product [CH3:20][O:19][C:17]1[CH:16]=[CH:15][C:13]2[NH:14][C:24]3[CH2:25][CH2:26][CH2:27][NH:21][C:22](=[O:29])[C:23]=3[S:11][C:12]=2[CH:18]=1, predict the reactants needed to synthesize it. The reactants are: [NH2:14][C:13]1[CH:15]=[CH:16][C:17]([O:19][CH3:20])=[CH:18][C:12]=1[S:11][S:11][C:12]1[CH:18]=[C:17]([O:19][CH3:20])[CH:16]=[CH:15][C:13]=1[NH2:14].[NH:21]1[CH2:27][CH2:26][CH2:25][C:24](=O)[CH2:23][C:22]1=[O:29].